Dataset: Reaction yield outcomes from USPTO patents with 853,638 reactions. Task: Predict the reaction yield, written as a fraction of the theoretical maximum amount of product (1.0 means a 100% yield; for example, 0.34 means a 34% yield). (1) The reactants are [NH2:1][C:2]1[S:6][C:5]2[CH2:7][CH2:8][CH2:9][CH2:10][C:4]=2[C:3]=1[C:11]([C:13]1[S:14][CH:15]=[CH:16][CH:17]=1)=O.[F:18][C:19]([F:27])([F:26])[C:20](=[O:25])[CH2:21][C:22](=O)[CH3:23]. The catalyst is C(O)(=O)C.S(=O)(=O)(O)O. The product is [F:18][C:19]([F:27])([F:26])[C:20]([C:21]1[C:11]([C:13]2[S:14][CH:15]=[CH:16][CH:17]=2)=[C:3]2[C:4]3[CH2:10][CH2:9][CH2:8][CH2:7][C:5]=3[S:6][C:2]2=[N:1][C:22]=1[CH3:23])=[O:25]. The yield is 0.230. (2) The reactants are CS(O[C@@H:6]1[CH2:10][CH2:9][N:8]([C:11]2[N:16]=[CH:15][C:14]([N:17]3[CH:22]=[CH:21][C:20]([O:23][CH2:24][C:25]4[CH:30]=[CH:29][C:28]([Cl:31])=[CH:27][CH:26]=4)=[CH:19][C:18]3=[O:32])=[CH:13][CH:12]=2)[CH2:7]1)(=O)=O.[CH3:33][NH2:34].C1COCC1. No catalyst specified. The product is [Cl:31][C:28]1[CH:29]=[CH:30][C:25]([CH2:24][O:23][C:20]2[CH:21]=[CH:22][N:17]([C:14]3[CH:15]=[N:16][C:11]([N:8]4[CH2:9][CH2:10][CH:6]([NH:34][CH3:33])[CH2:7]4)=[CH:12][CH:13]=3)[C:18](=[O:32])[CH:19]=2)=[CH:26][CH:27]=1. The yield is 0.180. (3) The reactants are Cl[C:2]1[CH:3]=[CH:4][C:5]([N+:10]([O-:12])=[O:11])=[C:6]([O:8][CH3:9])[CH:7]=1.[P:13]([O-:20])([O:17][CH2:18][CH3:19])[O:14][CH2:15][CH3:16].CC1(C)C2C(=C(P(C3C=CC=CC=3)C3C=CC=CC=3)C=CC=2)OC2C(P(C3C=CC=CC=3)C3C=CC=CC=3)=CC=CC1=2.P([O-])([O-])([O-])=O.[K+].[K+].[K+]. The catalyst is CN(C=O)C.C([O-])(=O)C.[Pd+2].C([O-])(=O)C. The product is [CH3:9][O:8][C:6]1[CH:7]=[C:2]([P:13](=[O:20])([O:17][CH2:18][CH3:19])[O:14][CH2:15][CH3:16])[CH:3]=[CH:4][C:5]=1[N+:10]([O-:12])=[O:11]. The yield is 0.330. (4) The reactants are C([O:4][C@H:5]1[CH2:10][CH2:9][CH2:8][C@@H:7]([NH:11][C:12]([C:14]2[C:18]([CH2:19]Cl)=[C:17]([C:21]3[CH:26]=[CH:25][C:24]([C:27]([F:30])([F:29])[F:28])=[CH:23][CH:22]=3)[O:16][N:15]=2)=[O:13])[CH2:6]1)(=O)C.[CH:31]1([NH2:34])[CH2:33][CH2:32]1.CCN(C(C)C)C(C)C.[Li+].[OH-]. The catalyst is C(#N)C. The product is [CH:31]1([NH:34][CH2:19][C:18]2[C:14]([C:12]([NH:11][C@@H:7]3[CH2:8][CH2:9][CH2:10][C@H:5]([OH:4])[CH2:6]3)=[O:13])=[N:15][O:16][C:17]=2[C:21]2[CH:26]=[CH:25][C:24]([C:27]([F:30])([F:29])[F:28])=[CH:23][CH:22]=2)[CH2:33][CH2:32]1. The yield is 0.110.